Dataset: Tyrosyl-DNA phosphodiesterase HTS with 341,365 compounds. Task: Binary Classification. Given a drug SMILES string, predict its activity (active/inactive) in a high-throughput screening assay against a specified biological target. The molecule is O(C(=O)C1=CN(C2CC2)C=C(C1c1ccc(cc1)C(OC)=O)C(OC)=O)C. The result is 0 (inactive).